From a dataset of Forward reaction prediction with 1.9M reactions from USPTO patents (1976-2016). Predict the product of the given reaction. Given the reactants [CH2:1]([N:8]1[CH2:13][CH2:12][N:11]([C:14]([C:16]2[CH:20]=[C:19]([CH3:21])[N:18]([C:22]3[CH:27]=[CH:26][CH:25]=[CH:24][CH:23]=3)[C:17]=2[C:28]2[CH:33]=[CH:32][CH:31]=[CH:30][CH:29]=2)=[O:15])[CH:10]([CH2:34][CH2:35][NH:36][CH:37]([CH3:39])[CH3:38])[CH2:9]1)[C:2]1[CH:7]=[CH:6][CH:5]=[CH:4][CH:3]=1.C(N([CH2:45][CH3:46])CC)C.C([CH:49]([CH2:53][C:54](Cl)=[O:55])[C:50](Cl)=[O:51])C.C(=O)(O)[O-:58].[Na+], predict the reaction product. The product is: [CH2:1]([N:8]1[CH2:13][CH2:12][N:11]([C:14]([C:16]2[CH:20]=[C:19]([CH3:21])[N:18]([C:22]3[CH:27]=[CH:26][CH:25]=[CH:24][CH:23]=3)[C:17]=2[C:28]2[CH:29]=[CH:30][CH:31]=[CH:32][CH:33]=2)=[O:15])[CH:10]([CH2:34][CH2:35][N:36]([CH:37]([CH3:39])[CH3:38])[C:54](=[O:55])[CH2:53][CH2:49][C:50]([O:51][CH2:45][CH3:46])=[O:58])[CH2:9]1)[C:2]1[CH:7]=[CH:6][CH:5]=[CH:4][CH:3]=1.